Dataset: Full USPTO retrosynthesis dataset with 1.9M reactions from patents (1976-2016). Task: Predict the reactants needed to synthesize the given product. (1) Given the product [C:23]1([S:29]([O:9][CH2:8][C:7]([N:5]2[CH2:6][C@@H:2]([F:1])[CH2:3][C@H:4]2[C:11]#[N:13])=[O:10])(=[O:31])=[O:30])[CH:28]=[CH:27][CH:26]=[CH:25][CH:24]=1, predict the reactants needed to synthesize it. The reactants are: [F:1][C@@H:2]1[CH2:6][N:5]([C:7](=[O:10])[CH2:8][OH:9])[C@H:4]([C:11]([NH2:13])=O)[CH2:3]1.CN(C)CCCN(C)C.[C:23]1([S:29](Cl)(=[O:31])=[O:30])[CH:28]=[CH:27][CH:26]=[CH:25][CH:24]=1.FC(F)(F)C(OC(=O)C(F)(F)F)=O. (2) Given the product [Cl:34][C:22]1[CH:23]=[C:24]([C:27]([N:29]2[CH2:30][CH2:31][CH2:32][CH2:33]2)=[O:28])[CH:25]=[CH:26][C:21]=1[CH2:20][C:10]1[C:11]([CH2:18][CH3:19])=[N:12][C:13]2[C:8]([C:9]=1[O:35][CH:36]([F:38])[F:37])=[C:7]([O:6][C@@H:4]([CH3:5])[C:3]([OH:39])=[O:2])[CH:16]=[CH:15][C:14]=2[F:17], predict the reactants needed to synthesize it. The reactants are: C[O:2][C:3](=[O:39])[C@@H:4]([O:6][C:7]1[CH:16]=[CH:15][C:14]([F:17])=[C:13]2[C:8]=1[C:9]([O:35][CH:36]([F:38])[F:37])=[C:10]([CH2:20][C:21]1[CH:26]=[CH:25][C:24]([C:27]([N:29]3[CH2:33][CH2:32][CH2:31][CH2:30]3)=[O:28])=[CH:23][C:22]=1[Cl:34])[C:11]([CH2:18][CH3:19])=[N:12]2)[CH3:5].O1CCCC1.[OH-].[Li+].